This data is from Reaction yield outcomes from USPTO patents with 853,638 reactions. The task is: Predict the reaction yield, written as a fraction of the theoretical maximum amount of product (1.0 means a 100% yield; for example, 0.34 means a 34% yield). (1) The reactants are [C:1]([O:5][C:6](=[O:21])[NH:7][C@H:8]1[CH2:14][NH:13][C:12]2[N:15]=[CH:16][N:17]=[C:18](Cl)[C:11]=2[NH:10][C:9]1=[O:20])([CH3:4])([CH3:3])[CH3:2].CO. The catalyst is CCO.CCOC(C)=O.[Pd]. The product is [C:1]([O:5][C:6](=[O:21])[NH:7][C@H:8]1[CH2:14][NH:13][C:12]2[N:15]=[CH:16][N:17]=[CH:18][C:11]=2[NH:10][C:9]1=[O:20])([CH3:4])([CH3:2])[CH3:3]. The yield is 0.950. (2) The reactants are [NH2:1][C:2]1[N:3]=[C:4]([C:17]2[CH:22]=[CH:21][C:20]([CH3:23])=[CH:19][CH:18]=2)[C:5]([C:9]2[CH:16]=[CH:15][C:12]([C:13]#[N:14])=[CH:11][CH:10]=2)=[N:6][C:7]=1Br.[Cl:24]CC=O.[CH:28](O)([CH3:30])C. No catalyst specified. The product is [Cl:24][C:7]1[C:2]2[N:3]([CH:28]=[CH:30][N:1]=2)[C:4]([C:17]2[CH:22]=[CH:21][C:20]([CH3:23])=[CH:19][CH:18]=2)=[C:5]([C:9]2[CH:16]=[CH:15][C:12]([C:13]#[N:14])=[CH:11][CH:10]=2)[N:6]=1. The yield is 0.910. (3) The reactants are [OH:1][C:2]1[C:11]([O:12][C:13]([C:15]2[CH:20]=[CH:19][CH:18]=[CH:17][CH:16]=2)=[O:14])=[CH:10][CH:9]=[CH:8][C:3]=1[C:4]([O:6][CH3:7])=[O:5].C(=O)([O-])[O-].[K+].[K+].C(#N)C.Br[CH2:31][CH2:32][O:33][CH3:34]. The catalyst is C(OCC)(=O)C. The product is [CH3:34][O:33][CH2:32][CH2:31][O:1][C:2]1[C:11]([O:12][C:13]([C:15]2[CH:20]=[CH:19][CH:18]=[CH:17][CH:16]=2)=[O:14])=[CH:10][CH:9]=[CH:8][C:3]=1[C:4]([O:6][CH3:7])=[O:5]. The yield is 0.870. (4) The reactants are [CH:1]([C:3]1[CH:17]=[CH:16][C:6]([C:7]([O:9][CH2:10][CH2:11][CH2:12][CH2:13][CH2:14][CH3:15])=[O:8])=[CH:5][CH:4]=1)=O.[NH:18]1[CH2:21][CH:20]([C:22]([OH:24])=[O:23])[CH2:19]1.CC(O)=O.C([BH3-])#N.[Na+]. The catalyst is CO. The product is [CH2:10]([O:9][C:7]([C:6]1[CH:16]=[CH:17][C:3]([CH2:1][N:18]2[CH2:21][CH:20]([C:22]([OH:24])=[O:23])[CH2:19]2)=[CH:4][CH:5]=1)=[O:8])[CH2:11][CH2:12][CH2:13][CH2:14][CH3:15]. The yield is 0.564. (5) The reactants are [C:1]([N:4]1[CH2:9][CH2:8][N:7](C(OC(C)(C)C)=O)[CH2:6][CH2:5]1)(=[O:3])[NH2:2].[F:17][C:18]([F:23])([F:22])[C:19]([OH:21])=[O:20]. The catalyst is ClCCl. The product is [F:17][C:18]([F:23])([F:22])[C:19]([OH:21])=[O:20].[N:4]1([C:1]([NH2:2])=[O:3])[CH2:9][CH2:8][NH:7][CH2:6][CH2:5]1. The yield is 0.950.